This data is from Full USPTO retrosynthesis dataset with 1.9M reactions from patents (1976-2016). The task is: Predict the reactants needed to synthesize the given product. (1) The reactants are: [CH2:1]([O:3][C:4]([C:6]1[C:15]2[C:10](=[CH:11][C:12]([O:17][CH3:18])=[C:13]([OH:16])[CH:14]=2)[C:9]([C:19](=[O:30])[C:20]2[CH:25]=[CH:24][CH:23]=[C:22]([O:26][CH:27]([CH3:29])[CH3:28])[CH:21]=2)=[N:8][CH:7]=1)=[O:5])[CH3:2].C(=O)([O-])[O-].[K+].[K+].Cl[CH2:38][C:39]([N:41]([CH3:43])[CH3:42])=[O:40]. Given the product [CH2:1]([O:3][C:4]([C:6]1[C:15]2[C:10](=[CH:11][C:12]([O:17][CH3:18])=[C:13]([O:16][CH2:38][C:39](=[O:40])[N:41]([CH3:43])[CH3:42])[CH:14]=2)[C:9]([C:19](=[O:30])[C:20]2[CH:25]=[CH:24][CH:23]=[C:22]([O:26][CH:27]([CH3:29])[CH3:28])[CH:21]=2)=[N:8][CH:7]=1)=[O:5])[CH3:2], predict the reactants needed to synthesize it. (2) Given the product [ClH:25].[CH3:1][N:2]([CH3:24])[C:3]([C:5]1([CH:18]2[CH2:23][CH2:22][CH2:21][CH2:20][CH2:19]2)[CH2:6][CH2:7][NH:8][CH2:9][CH2:10]1)=[O:4], predict the reactants needed to synthesize it. The reactants are: [CH3:1][N:2]([CH3:24])[C:3]([C:5]1([CH:18]2[CH2:23][CH2:22][CH2:21][CH2:20][CH2:19]2)[CH2:10][CH2:9][N:8](C(OC(C)(C)C)=O)[CH2:7][CH2:6]1)=[O:4].[ClH:25].C(O)(C)C. (3) Given the product [NH2:53][C:52]1[C:47]2[N:48]([C:44]([CH:41]3[CH2:42][CH2:43][CH:38]([C:36]([NH2:1])=[O:35])[CH2:39][CH2:40]3)=[N:45][C:46]=2[C:54]2[CH:59]=[CH:58][CH:57]=[C:56]([O:60][CH2:61][C:62]3[C:67]([F:68])=[CH:66][CH:65]=[CH:64][C:63]=3[F:69])[CH:55]=2)[CH:49]=[CH:50][N:51]=1, predict the reactants needed to synthesize it. The reactants are: [NH2:1]C1C2N(C([C@H]3CC[C@H](C(N)=O)CC3)=NC=2C2C=CC=C(OCC3C=CC=CC=3)C=2)C=CN=1.C[O:35][C:36]([CH:38]1[CH2:43][CH2:42][CH:41]([C:44]2[N:48]3[CH:49]=[CH:50][N:51]=[C:52]([NH2:53])[C:47]3=[C:46]([C:54]3[CH:59]=[CH:58][CH:57]=[C:56]([O:60][CH2:61][C:62]4[C:67]([F:68])=[CH:66][CH:65]=[CH:64][C:63]=4[F:69])[CH:55]=3)[N:45]=2)[CH2:40][CH2:39]1)=O. (4) The reactants are: [CH3:1][C:2]1([CH2:6][OH:7])[CH2:5][O:4][CH2:3]1.[H-].[Na+].[Br:10][C:11]1[CH:12]=[CH:13][C:14](F)=[C:15]([CH:18]=1)[C:16]#[N:17].O. Given the product [Br:10][C:11]1[CH:12]=[CH:13][C:14]([O:7][CH2:6][C:2]2([CH3:1])[CH2:5][O:4][CH2:3]2)=[C:15]([CH:18]=1)[C:16]#[N:17], predict the reactants needed to synthesize it. (5) Given the product [S:26]1[C:27]2[CH:33]=[CH:32][CH:31]=[CH:30][C:28]=2[N:29]=[C:25]1[CH2:24][N:21]1[CH2:22][CH2:23][N:18]([C:13]2[CH:14]=[CH:15][CH:16]=[CH:17][C:12]=2[O:11][CH2:10][CH2:9][OH:8])[CH2:19][CH2:20]1, predict the reactants needed to synthesize it. The reactants are: [Si]([O:8][CH2:9][CH2:10][O:11][C:12]1[CH:17]=[CH:16][CH:15]=[CH:14][C:13]=1[N:18]1[CH2:23][CH2:22][N:21]([CH2:24][C:25]2[S:26][C:27]3[CH:33]=[CH:32][CH:31]=[CH:30][C:28]=3[N:29]=2)[CH2:20][CH2:19]1)(C(C)(C)C)(C)C.[F-]. (6) Given the product [Br:29][C:24]1[CH:25]=[C:26]([O:27][CH3:28])[C:21]([CH:2]2[C:3](=[O:7])[CH2:4][CH2:5][CH2:6][C:1]2=[O:8])=[C:22]([F:30])[CH:23]=1, predict the reactants needed to synthesize it. The reactants are: [C:1]1(=[O:8])[CH2:6][CH2:5][CH2:4][C:3](=[O:7])[CH2:2]1.C1(C)C=CC=CC=1.C(O[Pb](CC([O-])=O)(OC(=O)C)[C:21]1[C:26]([O:27][CH3:28])=[CH:25][C:24]([Br:29])=[CH:23][C:22]=1[F:30])(=O)C. (7) Given the product [C:1]([O:5][C:6]([N:8]1[C@H:17]([C:18](=[O:20])[NH:72][C@H:56]([C:55]([O:54][CH3:53])=[O:73])[CH2:57][C:58]2[CH:59]=[CH:60][C:61]([C:64]3[CH:69]=[CH:68][N:67]=[C:66]([CH3:70])[C:65]=3[CH3:71])=[CH:62][CH:63]=2)[CH2:16][C:15]2[CH:14]=[C:13]3[O:21][CH2:22][C@H:23]([C:25]4[CH:30]=[CH:29][CH:28]=[C:27]([O:31][CH2:32][C:33]5[CH:38]=[CH:37][C:36]([Cl:39])=[C:35]([Cl:40])[CH:34]=5)[CH:26]=4)[O:24][C:12]3=[CH:11][C:10]=2[CH2:9]1)=[O:7])([CH3:4])([CH3:3])[CH3:2], predict the reactants needed to synthesize it. The reactants are: [C:1]([O:5][C:6]([N:8]1[C@H:17]([C:18]([OH:20])=O)[CH2:16][C:15]2[CH:14]=[C:13]3[O:21][CH2:22][C@H:23]([C:25]4[CH:30]=[CH:29][CH:28]=[C:27]([O:31][CH2:32][C:33]5[CH:38]=[CH:37][C:36]([Cl:39])=[C:35]([Cl:40])[CH:34]=5)[CH:26]=4)[O:24][C:12]3=[CH:11][C:10]=2[CH2:9]1)=[O:7])([CH3:4])([CH3:3])[CH3:2].C1C=CC2N(O)N=NC=2C=1.Cl.Cl.[CH3:53][O:54][C:55](=[O:73])[C@@H:56]([NH2:72])[CH2:57][C:58]1[CH:63]=[CH:62][C:61]([C:64]2[CH:69]=[CH:68][N:67]=[C:66]([CH3:70])[C:65]=2[CH3:71])=[CH:60][CH:59]=1.CCN(C(C)C)C(C)C.